This data is from Forward reaction prediction with 1.9M reactions from USPTO patents (1976-2016). The task is: Predict the product of the given reaction. Given the reactants C(OC(=O)[NH:7][C:8]1[CH:13]=[C:12]([N:14]([CH:16]([CH3:18])[CH3:17])[CH3:15])[C:11]([C:19]#[N:20])=[CH:10][C:9]=1[NH:21][C:22](=[O:38])[CH2:23][C:24]([C:26]1[CH:31]=[CH:30][CH:29]=[C:28]([C:32]2[O:36][N:35]=[C:34]([CH3:37])[CH:33]=2)[CH:27]=1)=O)(C)(C)C.C(O)(C(F)(F)F)=O, predict the reaction product. The product is: [CH:16]([N:14]([CH3:15])[C:12]1[C:11]([C:19]#[N:20])=[CH:10][C:9]2[NH:21][C:22](=[O:38])[CH2:23][C:24]([C:26]3[CH:31]=[CH:30][CH:29]=[C:28]([C:32]4[O:36][N:35]=[C:34]([CH3:37])[CH:33]=4)[CH:27]=3)=[N:7][C:8]=2[CH:13]=1)([CH3:18])[CH3:17].